Dataset: Reaction yield outcomes from USPTO patents with 853,638 reactions. Task: Predict the reaction yield, written as a fraction of the theoretical maximum amount of product (1.0 means a 100% yield; for example, 0.34 means a 34% yield). (1) The product is [CH2:37]([C:14](=[CH:15][CH2:16][C:17]1[C:18]([OH:30])=[C:19]2[C:23](=[C:24]([CH3:28])[C:25]=1[O:26][CH3:27])[CH2:22][O:21][C:20]2=[O:29])[CH2:13][O:12][CH2:11][P:5](=[O:4])([OH:6])[OH:10])[CH3:38]. The reactants are C([O:4][P:5]([CH2:11][O:12][CH2:13][C:14]([CH2:37][CH3:38])=[CH:15][CH2:16][C:17]1[C:18]([O:30]CC[Si](C)(C)C)=[C:19]2[C:23](=[C:24]([CH3:28])[C:25]=1[O:26][CH3:27])[CH2:22][O:21][C:20]2=[O:29])(=[O:10])[O:6]C(C)C)(C)C.N1C(C)=CC=CC=1C.Br[Si](C)(C)C. The catalyst is C(#N)C. The yield is 0.700. (2) The reactants are [C:1]([N:4]1[C:13]2[C:8](=[CH:9][C:10]([Br:14])=[CH:11][CH:12]=2)[N:7]([C:15]([O:17][CH:18]([CH3:20])[CH3:19])=[O:16])[CH2:6][C@@H:5]1[CH3:21])(=[O:3])[CH3:2].[N+:22]([O-])([OH:24])=[O:23]. The catalyst is C(O)(=O)C. The product is [C:1]([N:4]1[C:13]2[C:8](=[CH:9][C:10]([Br:14])=[C:11]([N+:22]([O-:24])=[O:23])[CH:12]=2)[N:7]([C:15]([O:17][CH:18]([CH3:20])[CH3:19])=[O:16])[CH2:6][C@@H:5]1[CH3:21])(=[O:3])[CH3:2]. The yield is 0.990. (3) The reactants are Cl[C:2]1[C:11]([CH3:12])=[N:10][C:9]2[C:4](=[CH:5][CH:6]=[CH:7][CH:8]=2)[N:3]=1.[CH3:13][C:14]1[CH:15]=[C:16](B(O)O)[CH:17]=[C:18]([CH3:20])[CH:19]=1.C(=O)([O-])[O-].[Na+].[Na+]. The catalyst is C1C=CC(P(C2C=CC=CC=2)C2C=CC=CC=2)=CC=1.C1C=CC(P(C2C=CC=CC=2)C2C=CC=CC=2)=CC=1.Cl[Pd]Cl.O.CN(C=O)C. The product is [CH3:13][C:14]1[CH:15]=[C:16]([C:2]2[C:11]([CH3:12])=[N:10][C:9]3[C:4](=[CH:5][CH:6]=[CH:7][CH:8]=3)[N:3]=2)[CH:17]=[C:18]([CH3:20])[CH:19]=1. The yield is 0.720.